The task is: Predict the reaction yield, written as a fraction of the theoretical maximum amount of product (1.0 means a 100% yield; for example, 0.34 means a 34% yield).. This data is from Reaction yield outcomes from USPTO patents with 853,638 reactions. (1) The reactants are C([O:3][C:4]([C:6]1[CH:7]=[N:8][O:9][C:10]=1[C:11]1[CH:16]=[CH:15][CH:14]=[CH:13][C:12]=1[C:17]([F:20])([F:19])[F:18])=[O:5])C.Cl. The catalyst is C(O)(=O)C. The product is [F:19][C:17]([F:18])([F:20])[C:12]1[CH:13]=[CH:14][CH:15]=[CH:16][C:11]=1[C:10]1[O:9][N:8]=[CH:7][C:6]=1[C:4]([OH:5])=[O:3]. The yield is 0.580. (2) The reactants are S(Cl)([Cl:3])=O.O[C:6]1[C:15]2[C:10](=[CH:11][C:12]([F:17])=[C:13]([I:16])[CH:14]=2)[N:9]=[CH:8][N:7]=1. The catalyst is CN(C)C=O. The product is [ClH:3].[Cl:3][C:6]1[C:15]2[C:10](=[CH:11][C:12]([F:17])=[C:13]([I:16])[CH:14]=2)[N:9]=[CH:8][N:7]=1. The yield is 0.670. (3) The catalyst is O.[Os](=O)(=O)(=O)=O. The reactants are [CH3:1][C:2]1[CH:3]=[C:4]2[C:9](=C(C=C)[CH:11]=1)[N:8]=[CH:7][N:6]=[CH:5]2.C[N+]1([O-])CC[O:18]CC1.[CH3:22][C:23]([CH3:25])=[O:24]. The yield is 0.800. The product is [CH3:1][C:2]1[CH:3]=[C:4]2[C:9](=[C:22]([CH:23]([OH:24])[CH2:25][OH:18])[CH:11]=1)[N:8]=[CH:7][N:6]=[CH:5]2.